This data is from Full USPTO retrosynthesis dataset with 1.9M reactions from patents (1976-2016). The task is: Predict the reactants needed to synthesize the given product. (1) Given the product [CH3:9][C@H:5]([OH:4])[C:6]([NH:31][C:28]1[C:29]([I:30])=[C:24]([C:22]([NH:21][CH:15]([CH2:16][OH:17])[CH2:14][OH:13])=[O:23])[C:25]([I:47])=[C:26]([C:33]([NH:35][CH:36]([CH2:42][OH:43])[CH2:37][OH:38])=[O:34])[C:27]=1[I:32])=[O:7], predict the reactants needed to synthesize it. The reactants are: C([O:4][C@@H:5]([CH3:9])[C:6](Cl)=[O:7])(=O)C.C([O:13][CH2:14][CH:15]([NH:21][C:22]([C:24]1[C:29]([I:30])=[C:28]([NH2:31])[C:27]([I:32])=[C:26]([C:33]([NH:35][CH:36]([CH2:42][O:43]C(=O)C)[CH2:37][O:38]C(=O)C)=[O:34])[C:25]=1[I:47])=[O:23])[CH2:16][O:17]C(=O)C)(=O)C.[OH-].[Na+]. (2) Given the product [Cl:10][C:6]1[N:5]=[CH:4][C:3]([C:11]([N:13]2[CH2:18][CH2:17][CH:16]([C:19]3[CH:24]=[CH:23][C:22]([F:25])=[CH:21][CH:20]=3)[CH2:15][CH2:14]2)=[O:12])=[C:2]([NH:30][C:29]2[CH:31]=[CH:32][CH:33]=[C:27]([F:26])[C:28]=2[CH3:34])[C:7]=1[CH2:8][CH3:9], predict the reactants needed to synthesize it. The reactants are: Cl[C:2]1[C:7]([CH2:8][CH3:9])=[C:6]([Cl:10])[N:5]=[CH:4][C:3]=1[C:11]([N:13]1[CH2:18][CH2:17][CH:16]([C:19]2[CH:24]=[CH:23][C:22]([F:25])=[CH:21][CH:20]=2)[CH2:15][CH2:14]1)=[O:12].[F:26][C:27]1[C:28]([CH3:34])=[C:29]([CH:31]=[CH:32][CH:33]=1)[NH2:30]. (3) Given the product [Cl:59][C:54]1[CH:55]=[CH:56][CH:57]=[CH:58][C:53]=1[CH2:52][N:41]1[C:42]2[C:47](=[O:48])[N:46]([CH3:49])[C:45](=[O:50])[N:44]([CH3:51])[C:43]=2[C:39]([C:32]2[CH:33]=[CH:34][C:29]([O:28][CH3:27])=[CH:30][CH:31]=2)=[C:40]1[N:60]1[CH2:65][CH2:64][CH2:63][C@@H:62]([NH:66][C:67](=[O:73])[O:68][C:69]([CH3:71])([CH3:72])[CH3:70])[CH2:61]1, predict the reactants needed to synthesize it. The reactants are: F[B-](F)(F)F.C([PH+](C(C)(C)C)C(C)(C)C)(C)(C)C.P([O-])([O-])([O-])=O.[K+].[K+].[K+].[CH3:27][O:28][C:29]1[CH:34]=[CH:33][C:32](B(O)O)=[CH:31][CH:30]=1.Br[C:39]1[C:43]2[N:44]([CH3:51])[C:45](=[O:50])[N:46]([CH3:49])[C:47](=[O:48])[C:42]=2[N:41]([CH2:52][C:53]2[CH:58]=[CH:57][CH:56]=[CH:55][C:54]=2[Cl:59])[C:40]=1[N:60]1[CH2:65][CH2:64][CH2:63][C@@H:62]([NH:66][C:67](=[O:73])[O:68][C:69]([CH3:72])([CH3:71])[CH3:70])[CH2:61]1. (4) Given the product [Cl:64][C:58]1[CH:59]=[CH:60][C:61]([F:63])=[CH:62][C:57]=1[C:56]([N:53]1[CH2:52][CH2:51][N:50]([C:48](=[O:49])[CH2:47][NH:46][C:21]([C:19]2[N:18]=[N:17][N:16]([N:10]3[CH2:11][CH2:12][O:13][CH2:14][CH2:15]3)[CH:20]=2)=[O:23])[CH2:55][CH2:54]1)=[O:65], predict the reactants needed to synthesize it. The reactants are: CCN(C(C)C)C(C)C.[N:10]1([N:16]2[CH:20]=[C:19]([C:21]([OH:23])=O)[N:18]=[N:17]2)[CH2:15][CH2:14][O:13][CH2:12][CH2:11]1.C1C=CC2N(O)N=NC=2C=1.CCN=C=NCCCN(C)C.Cl.[NH2:46][CH2:47][C:48]([N:50]1[CH2:55][CH2:54][N:53]([C:56](=[O:65])[C:57]2[CH:62]=[C:61]([F:63])[CH:60]=[CH:59][C:58]=2[Cl:64])[CH2:52][CH2:51]1)=[O:49].ClC1C=CC(F)=CC=1C(O)=O. (5) Given the product [N:38]1([CH2:23][CH2:22][N:20]2[CH:21]=[C:17]([NH:16][C:14](=[O:15])[CH:13]([NH:12][C:10](=[O:11])[CH2:9][C:4]3[CH:5]=[C:6]([F:8])[CH:7]=[C:2]([F:1])[CH:3]=3)[CH2:29][CH2:30][CH3:31])[N:18]=[CH:19]2)[CH2:43][CH2:42][O:41][CH2:40][CH2:39]1, predict the reactants needed to synthesize it. The reactants are: [F:1][C:2]1[CH:3]=[C:4]([CH2:9][C:10]([NH:12][CH:13]([CH2:29][CH2:30][CH3:31])[C:14]([NH:16][C:17]2[N:18]=[CH:19][N:20]([CH2:22][CH2:23]OS(C)(=O)=O)[CH:21]=2)=[O:15])=[O:11])[CH:5]=[C:6]([F:8])[CH:7]=1.C(=O)([O-])[O-].[K+].[K+].[NH:38]1[CH2:43][CH2:42][O:41][CH2:40][CH2:39]1. (6) The reactants are: Br[C:2]1[N:6]2[N:7]=[C:8]([NH:11][CH2:12][CH2:13][C:14]3[CH:19]=[CH:18][CH:17]=[CH:16][C:15]=3[O:20][CH2:21][CH3:22])[CH:9]=[CH:10][C:5]2=[N:4][CH:3]=1.[C:23]1(B2OC(C)(C)C(C)(C)O2)[CH2:27][CH2:26][CH2:25][CH:24]=1.C([O-])([O-])=O.[K+].[K+]. Given the product [C:23]1([C:2]2[N:6]3[N:7]=[C:8]([NH:11][CH2:12][CH2:13][C:14]4[CH:19]=[CH:18][CH:17]=[CH:16][C:15]=4[O:20][CH2:21][CH3:22])[CH:9]=[CH:10][C:5]3=[N:4][CH:3]=2)[CH2:27][CH2:26][CH2:25][CH:24]=1, predict the reactants needed to synthesize it. (7) Given the product [NH:1]1[C:5]2[CH:6]=[CH:7][CH:8]=[CH:9][C:4]=2[N:3]=[C:2]1[CH:10]([NH:20][C:31]([NH:30][CH2:29][C:28]1[C:23]([O:22][CH3:21])=[N:24][CH:25]=[CH:26][CH:27]=1)=[O:32])[CH2:11][C:12]1[CH:17]=[CH:16][C:15]([O:18][CH3:19])=[CH:14][CH:13]=1, predict the reactants needed to synthesize it. The reactants are: [NH:1]1[C:5]2[CH:6]=[CH:7][CH:8]=[CH:9][C:4]=2[N:3]=[C:2]1[CH:10]([NH2:20])[CH2:11][C:12]1[CH:17]=[CH:16][C:15]([O:18][CH3:19])=[CH:14][CH:13]=1.[CH3:21][O:22][C:23]1[C:28]([CH2:29][NH2:30])=[CH:27][CH:26]=[CH:25][N:24]=1.[C:31](O)(C(F)(F)F)=[O:32].